From a dataset of TCR-epitope binding with 47,182 pairs between 192 epitopes and 23,139 TCRs. Binary Classification. Given a T-cell receptor sequence (or CDR3 region) and an epitope sequence, predict whether binding occurs between them. The epitope is IVTDFSVIK. The TCR CDR3 sequence is CASSKLGSEQYF. Result: 1 (the TCR binds to the epitope).